From a dataset of Reaction yield outcomes from USPTO patents with 853,638 reactions. Predict the reaction yield, written as a fraction of the theoretical maximum amount of product (1.0 means a 100% yield; for example, 0.34 means a 34% yield). (1) The yield is 0.760. The catalyst is C(Cl)Cl. The reactants are Cl.O1CCOCC1.[Si]([O:15][CH2:16][CH2:17][N:18]([CH2:77][CH3:78])[CH2:19][CH2:20][C@@H:21]([NH:30][C:31]1[CH:36]=[CH:35][C:34]([S:37]([NH:40][C:41](=[O:69])[C:42]2[CH:47]=[CH:46][C:45]([N:48]3[CH2:53][CH2:52][CH:51]([C@H:54]([C:56]4[CH:61]=[CH:60][CH:59]=[CH:58][C:57]=4[C:62]4[CH:67]=[CH:66][C:65]([Cl:68])=[CH:64][CH:63]=4)[OH:55])[CH2:50][CH2:49]3)=[CH:44][CH:43]=2)(=[O:39])=[O:38])=[CH:33][C:32]=1[S:70]([C:73]([F:76])([F:75])[F:74])(=[O:72])=[O:71])[CH2:22][S:23][C:24]1[CH:29]=[CH:28][CH:27]=[CH:26][CH:25]=1)(C(C)(C)C)(C)C. The product is [Cl:68][C:65]1[CH:66]=[CH:67][C:62]([C:57]2[CH:58]=[CH:59][CH:60]=[CH:61][C:56]=2[C@H:54]([OH:55])[CH:51]2[CH2:50][CH2:49][N:48]([C:45]3[CH:46]=[CH:47][C:42]([C:41]([NH:40][S:37]([C:34]4[CH:35]=[CH:36][C:31]([NH:30][C@H:21]([CH2:20][CH2:19][N:18]([CH2:77][CH3:78])[CH2:17][CH2:16][OH:15])[CH2:22][S:23][C:24]5[CH:29]=[CH:28][CH:27]=[CH:26][CH:25]=5)=[C:32]([S:70]([C:73]([F:74])([F:75])[F:76])(=[O:71])=[O:72])[CH:33]=4)(=[O:38])=[O:39])=[O:69])=[CH:43][CH:44]=3)[CH2:53][CH2:52]2)=[CH:63][CH:64]=1. (2) The reactants are [O:1]1[CH2:5][CH2:4][CH2:3][N:2]1[S:6]([NH:9]C(=O)OC(C)(C)C)(=[O:8])=[O:7].C(O)(C(F)(F)F)=O. The catalyst is C(Cl)Cl. The product is [O:1]1[CH2:5][CH2:4][CH2:3][N:2]1[S:6]([NH2:9])(=[O:8])=[O:7]. The yield is 0.460.